Task: Predict the product of the given reaction.. Dataset: Forward reaction prediction with 1.9M reactions from USPTO patents (1976-2016) (1) Given the reactants [NH2:1][CH:2]([CH2:7][C:8]1[CH:13]=[CH:12][C:11]([N+:14]([O-:16])=[O:15])=[CH:10][CH:9]=1)[C:3]([O:5][CH3:6])=[O:4].[Cl:17][C:18]1[CH:26]=[CH:25][CH:24]=[C:23]([Cl:27])[C:19]=1[C:20](Cl)=[O:21].CCN(C(C)C)C(C)C, predict the reaction product. The product is: [Cl:17][C:18]1[CH:26]=[CH:25][CH:24]=[C:23]([Cl:27])[C:19]=1[C:20]([NH:1][CH:2]([CH2:7][C:8]1[CH:13]=[CH:12][C:11]([N+:14]([O-:16])=[O:15])=[CH:10][CH:9]=1)[C:3]([O:5][CH3:6])=[O:4])=[O:21]. (2) Given the reactants [F:1][C:2]1[CH:3]=[C:4]([CH2:9][C:10]#[N:11])[CH:5]=[C:6]([F:8])[CH:7]=1.C([Li])CCC.[Cl:17][C:18]1[CH:23]=[CH:22][C:21]([CH:24]([C:30]2[CH:35]=[CH:34][C:33]([Cl:36])=[CH:32][CH:31]=2)[N:25]2[CH2:28][C:27](=O)[CH2:26]2)=[CH:20][CH:19]=1.C(N(CC)C(C)C)(C)C.CS(Cl)(=O)=O, predict the reaction product. The product is: [Cl:36][C:33]1[CH:34]=[CH:35][C:30]([CH:24]([C:21]2[CH:20]=[CH:19][C:18]([Cl:17])=[CH:23][CH:22]=2)[N:25]2[CH2:28][C:27](=[C:9]([C:4]3[CH:3]=[C:2]([F:1])[CH:7]=[C:6]([F:8])[CH:5]=3)[C:10]#[N:11])[CH2:26]2)=[CH:31][CH:32]=1.